Task: Regression. Given two drug SMILES strings and cell line genomic features, predict the synergy score measuring deviation from expected non-interaction effect.. Dataset: NCI-60 drug combinations with 297,098 pairs across 59 cell lines (1) Drug 1: COC1=CC(=CC(=C1O)OC)C2C3C(COC3=O)C(C4=CC5=C(C=C24)OCO5)OC6C(C(C7C(O6)COC(O7)C8=CC=CS8)O)O. Drug 2: C1=CN(C(=O)N=C1N)C2C(C(C(O2)CO)O)O.Cl. Cell line: OVCAR-4. Synergy scores: CSS=4.09, Synergy_ZIP=-2.21, Synergy_Bliss=-2.24, Synergy_Loewe=-1.73, Synergy_HSA=-1.60. (2) Drug 1: C1=CC=C(C=C1)NC(=O)CCCCCCC(=O)NO. Drug 2: CC1CCCC2(C(O2)CC(NC(=O)CC(C(C(=O)C(C1O)C)(C)C)O)C(=CC3=CSC(=N3)C)C)C. Cell line: MDA-MB-231. Synergy scores: CSS=32.8, Synergy_ZIP=0.657, Synergy_Bliss=1.14, Synergy_Loewe=-11.2, Synergy_HSA=-0.561. (3) Drug 1: C1=CC(=C2C(=C1NCCNCCO)C(=O)C3=C(C=CC(=C3C2=O)O)O)NCCNCCO. Drug 2: COC1=NC(=NC2=C1N=CN2C3C(C(C(O3)CO)O)O)N. Cell line: OVCAR-5. Synergy scores: CSS=38.5, Synergy_ZIP=1.21, Synergy_Bliss=5.19, Synergy_Loewe=-64.1, Synergy_HSA=4.35. (4) Drug 1: CC(C1=C(C=CC(=C1Cl)F)Cl)OC2=C(N=CC(=C2)C3=CN(N=C3)C4CCNCC4)N. Drug 2: COC1=C(C=C2C(=C1)N=CN=C2NC3=CC(=C(C=C3)F)Cl)OCCCN4CCOCC4. Cell line: MCF7. Synergy scores: CSS=23.3, Synergy_ZIP=-0.949, Synergy_Bliss=8.12, Synergy_Loewe=8.86, Synergy_HSA=9.29. (5) Drug 1: CC12CCC3C(C1CCC2O)C(CC4=C3C=CC(=C4)O)CCCCCCCCCS(=O)CCCC(C(F)(F)F)(F)F. Drug 2: CC1=C(C(=O)C2=C(C1=O)N3CC4C(C3(C2COC(=O)N)OC)N4)N. Cell line: BT-549. Synergy scores: CSS=8.52, Synergy_ZIP=-7.33, Synergy_Bliss=-2.13, Synergy_Loewe=-23.1, Synergy_HSA=-7.65.